This data is from Experimentally validated miRNA-target interactions with 360,000+ pairs, plus equal number of negative samples. The task is: Binary Classification. Given a miRNA mature sequence and a target amino acid sequence, predict their likelihood of interaction. (1) The miRNA is mmu-miR-5098 with sequence GUUACAUGGUGAAGCCCAGUU. The protein sequence of the target gene is MELPAVNLKVILLVHWLLTTWGCLVFSSSYAWGNFTILALGVWAVAQRDSIDAIGMFLGGLVATIFLDIIYISIFYSSVATGDTGRFGAGMAILSLLLKPFSCCLVYHMHRERGGELPLRPDFFGPSQEHSAYQTIDSSSDAAADPFASLENKGQAVPRGY. Result: 1 (interaction). (2) The miRNA is hsa-let-7a-5p with sequence UGAGGUAGUAGGUUGUAUAGUU. The protein sequence of the target gene is MSETAPLAPTIPAPAEKTPVKKKAKKAGATAGKRKASGPPVSELITKAVAASKERSGVSLAALKKALAAAGYDVEKNNSRIKLGLKSLVSKGTLVQTKGTGASGSFKLNKKAASGEGKPKAKKAGAAKPRKPAGAAKKPKKVAGAATPKKSIKKTPKKVKKPATAAGTKKVAKSAKKVKTPQPKKAAKSPAKAKAPKPKAAKPKSGKPKVTKAKKAAPKKK. Result: 1 (interaction). (3) The miRNA is mmu-miR-691 with sequence AUUCCUGAAGAGAGGCAGAAAA. The protein sequence of the target gene is MNWFGSNFFRCPEDLSLLNIYSPLLSHMSSEDEHFISNLRGHVPASAVVKQPVRGASGRTTITAIVQTGGGWSTGLFSVCRDRRICFCGLFCPMCLECDIARHYGECLCWPLLPGSTFALRIGTRERHKIQGTLCEDWLAVHCCWAFSICQVARELKMRTSQVYEICAVPMTKDTLV. Result: 0 (no interaction). (4) The miRNA is mmu-miR-33-3p with sequence CAAUGUUUCCACAGUGCAUCAC. The protein sequence of the target gene is MPNIVLFSGSSHQDLSQRVADRLGLELGKVVTKKFSNQETSVEIGESVRGEDVYIIQSGCGEINDNLMELLIMINACKIASSSRVTAVIPCFPYARQDKKDKSRAPISAKLVANMLSVAGADHIITMDLHASQIQGFFDIPVDNLYAEPAVLQWIRENIAEWKNCIIVSPDAGGAKRVTSIADRLNVEFALIHKERKKANEVDRMVLVGDVKDRVAILVDDMADTCGTICHAADKLLSAGATKVYAILTHGIFSGPAISRINNAAFEAVVVTNTIPQEDKMKHCTKIQVIDISMILAEAI.... Result: 0 (no interaction). (5) The miRNA is hsa-miR-92b-3p with sequence UAUUGCACUCGUCCCGGCCUCC. The protein sequence of the target gene is MDGSFVQHSVRVLQELNKQREKGQYCDATLDVGGLVFKAHWSVLACCSHFFQSLYGDGSGGSVVLPAGFAEIFGLLLDFFYTGHLALTSGNRDQVLLAARELRVPEAVELCQSFKPKTSVGQAAGGQSGLGPPASQNVNSHVKEPAGLEEEEVSRTLGLVPRDQEPRGSHSPQRPQLHSPAQSEGPSSLCGKLKQALKPCPLEDKKPEDCKVPPRPLEAEGAQLQGGSNEWEVVVQVEDDGDGDYMSEPEAVLTRRKSNVIRKPCAAEPALSAGSLAAEPAENRKGTAVPVECPTCHKKF.... Result: 1 (interaction). (6) The miRNA is hsa-miR-552-5p with sequence GUUUAACCUUUUGCCUGUUGG. The protein sequence of the target gene is MNIMDFNVKKLAADAGTFLSRAVQFTEEKLGQAEKTELDAHLENLLSKAECTKIWTEKIMKQTEVLLQPNPNARIEEFVYEKLDRKAPSRINNPELLGQYMIDAGTEFGPGTAYGNALIKCGETQKRIGTADRELIQTSALNFLTPLRNFIEGDYKTIAKERKLLQNKRLDLDAAKTRLKKAKAAETRNSSEQELRITQSEFDRQAEITRLLLEGISSTHAHHLRCLNDFVEAQMTYYAQCYQYMLDLQKQLGSFPSNYLSNNNQTSVTPVPSVLPNAIGSSAMASTSGLVITSPSNLSD.... Result: 1 (interaction). (7) The miRNA is hsa-miR-4460 with sequence AUAGUGGUUGUGAAUUUACCUU. The protein sequence of the target gene is MVLDDLPNLEDIYTSLCSSTMEDSEMDFDSGLEDDDTKSDSILEDSTIFVAFKGNIDDKDFKWKLDAILKNVPNLLHMESSKLKVQKVEPWNSVRVTFNIPREAAERLRILAQSNNQQLRDLGILSVQIEGEGAINLALAQNRSQDVRMNGPMGAGNSVRMEAGFPMASGPGIIRMNNPATVMIPPGGNVSSSMMAPGPNPELQPRTPRPASQSDAMDPLLSGLHIQQQSHPSGSLAPPHHPMQPVSVNRQMNPANFPQLQQQQQQQQQQQQQQQQQQQQQQQQQLQARPPQQHQQQQPQ.... Result: 0 (no interaction).